Dataset: Peptide-MHC class II binding affinity with 134,281 pairs from IEDB. Task: Regression. Given a peptide amino acid sequence and an MHC pseudo amino acid sequence, predict their binding affinity value. This is MHC class II binding data. (1) The peptide sequence is AEVELRQHGSEEWEP. The MHC is DRB1_1602 with pseudo-sequence DRB1_1602. The binding affinity (normalized) is 0.181. (2) The peptide sequence is DYVRMWVQAATAMSA. The MHC is HLA-DQA10301-DQB10302 with pseudo-sequence HLA-DQA10301-DQB10302. The binding affinity (normalized) is 0.0447. (3) The peptide sequence is AFKVAATAANAAPAI. The MHC is HLA-DPA10103-DPB10301 with pseudo-sequence HLA-DPA10103-DPB10301. The binding affinity (normalized) is 0.788.